Binary Classification. Given a miRNA mature sequence and a target amino acid sequence, predict their likelihood of interaction. From a dataset of Experimentally validated miRNA-target interactions with 360,000+ pairs, plus equal number of negative samples. (1) The miRNA is hsa-miR-6751-3p with sequence ACUGAGCCUCUCUCUCUCCAG. The protein sequence of the target gene is MLVLFLLGTVFLLCPYWGELHDPIKATEIMCYECKKYHLGLCYGVMTSCSLKHKQSCAVENFYILTRKGQSMYHYSKLSCMTSCEDINFLGFTKRVELICCDHSNYCNLPEGV. Result: 1 (interaction). (2) The miRNA is hsa-miR-6820-5p with sequence UGCGGCAGAGCUGGGGUCA. The protein sequence of the target gene is MARGDAGRGRGLLALTFCLLAARGELLLPQETTVELSCGVGPLQVILGPEQAAVLNCSLGAAAAGPPTRVTWSKDGDTLLEHDHLHLLPNGSLWLSQPLAPNGSDESVPEAVGVIEGNYSCLAHGPLGVLASQTAVVKLATLADFSLHPESQTVEENGTARFECHIEGLPAPIITWEKDQVTLPEEPRLIVLPNGVLQILDVQESDAGPYRCVATNSARQHFSQEALLSVAHRGSLASTRGQDVVIVAAPENTTVVSGQSVVMECVASADPTPFVSWVRQDGKPISTDVIVLGRTNLLIA.... Result: 0 (no interaction).